From a dataset of Full USPTO retrosynthesis dataset with 1.9M reactions from patents (1976-2016). Predict the reactants needed to synthesize the given product. (1) Given the product [CH2:9]([O:8][P:1]([CH2:21][C:20]1[CH:23]=[C:24]([CH2:27][C:28]2[CH:33]=[CH:32][C:31]([CH2:34][CH3:35])=[CH:30][CH:29]=2)[CH:25]=[CH:26][C:19]=1[O:18][CH2:11][C:12]1[CH:17]=[CH:16][CH:15]=[CH:14][CH:13]=1)(=[O:2])[O:5][CH2:6][CH3:7])[CH3:10], predict the reactants needed to synthesize it. The reactants are: [P:1]([O:8][CH2:9][CH3:10])([O:5][CH2:6][CH3:7])[O:2]CC.[CH2:11]([O:18][C:19]1[CH:26]=[CH:25][C:24]([CH2:27][C:28]2[CH:33]=[CH:32][C:31]([CH2:34][CH3:35])=[CH:30][CH:29]=2)=[CH:23][C:20]=1[CH2:21]Cl)[C:12]1[CH:17]=[CH:16][CH:15]=[CH:14][CH:13]=1. (2) Given the product [S:15]1[CH:16]=[CH:17][CH:18]=[C:14]1[N:13]1[C:12]2[CH:19]=[CH:20][CH:21]=[CH:22][C:11]=2[N:10]=[C:9]1[C:6]1[CH:5]=[CH:4][C:3]([OH:2])=[CH:8][CH:7]=1, predict the reactants needed to synthesize it. The reactants are: C[O:2][C:3]1[CH:8]=[CH:7][C:6]([C:9]2[N:13]([C:14]3[S:15][CH:16]=[CH:17][CH:18]=3)[C:12]3[CH:19]=[CH:20][CH:21]=[CH:22][C:11]=3[N:10]=2)=[CH:5][CH:4]=1.CC(C)=O.C(OCC)C. (3) Given the product [OH:19][N:18]=[CH:1][C:3]1[CH:10]=[CH:9][C:6]([C:7]#[N:8])=[CH:5][C:4]=1[O:11][CH2:12][C:13]([F:16])([F:15])[F:14], predict the reactants needed to synthesize it. The reactants are: [CH:1]([C:3]1[CH:10]=[CH:9][C:6]([C:7]#[N:8])=[CH:5][C:4]=1[O:11][CH2:12][C:13]([F:16])([F:15])[F:14])=O.Cl.[NH2:18][OH:19].C([O-])(=O)C.[Na+]. (4) Given the product [C:10]([O:14][C:15]([NH:17][C:18]1[O:26][C:25]2[C:20](=[N:21][CH:22]=[C:23]([CH2:27][N:7]3[CH2:8][CH2:9][CH:4]([O:3][CH3:2])[CH2:5][CH2:6]3)[CH:24]=2)[C:19]=1[C:29]([NH:31][C:32]1[CH:33]=[N:34][CH:35]=[CH:36][C:37]=1[N:38]1[CH2:43][C@H:42]([C:44]([F:46])([F:45])[F:47])[CH2:41][C@H:40]([NH:48][C:49](=[O:55])[O:50][C:51]([CH3:54])([CH3:53])[CH3:52])[CH2:39]1)=[O:30])=[O:16])([CH3:12])([CH3:13])[CH3:11], predict the reactants needed to synthesize it. The reactants are: Cl.[CH3:2][O:3][CH:4]1[CH2:9][CH2:8][NH:7][CH2:6][CH2:5]1.[C:10]([O:14][C:15]([NH:17][C:18]1[O:26][C:25]2[C:20](=[N:21][CH:22]=[C:23]([CH:27]=O)[CH:24]=2)[C:19]=1[C:29]([NH:31][C:32]1[CH:33]=[N:34][CH:35]=[CH:36][C:37]=1[N:38]1[CH2:43][C@H:42]([C:44]([F:47])([F:46])[F:45])[CH2:41][C@H:40]([NH:48][C:49](=[O:55])[O:50][C:51]([CH3:54])([CH3:53])[CH3:52])[CH2:39]1)=[O:30])=[O:16])([CH3:13])([CH3:12])[CH3:11].ClCCCl.C(O[BH-](OC(=O)C)OC(=O)C)(=O)C.[Na+]. (5) Given the product [Br:1][C:2]1[C:3]2[N:12]([CH:13]3[CH2:14][CH2:15][CH2:16][CH2:17]3)[N:11]=[C:10]([C:18]3[CH:19]=[C:20]([C:23]([OH:25])=[O:24])[S:21][CH:22]=3)[C:4]=2[C:5]([O:8][CH3:9])=[N:6][CH:7]=1, predict the reactants needed to synthesize it. The reactants are: [Br:1][C:2]1[C:3]2[N:12]([CH:13]3[CH2:17][CH2:16][CH2:15][CH2:14]3)[N:11]=[C:10]([C:18]3[CH:19]=[C:20]([C:23]([O:25]C)=[O:24])[S:21][CH:22]=3)[C:4]=2[C:5]([O:8][CH3:9])=[N:6][CH:7]=1.[OH-].[Na+]. (6) Given the product [F:1][C:2]1[C:3]([C:31]2[CH:36]=[CH:35][N:34]=[C:33]([C:37]([F:40])([F:38])[F:39])[CH:32]=2)=[N:4][CH:5]=[C:6]([CH2:8][NH:9][C:10](=[O:11])[C:12]2[CH:13]=[CH:14][C:15]([N:18]3[CH2:23][CH2:22][NH:21][CH2:20][CH2:19]3)=[CH:16][N:17]=2)[CH:7]=1, predict the reactants needed to synthesize it. The reactants are: [F:1][C:2]1[C:3]([C:31]2[CH:36]=[CH:35][N:34]=[C:33]([C:37]([F:40])([F:39])[F:38])[CH:32]=2)=[N:4][CH:5]=[C:6]([CH2:8][NH:9][C:10]([C:12]2[N:17]=[CH:16][C:15]([N:18]3[CH2:23][CH2:22][N:21](C(OC(C)(C)C)=O)[CH2:20][CH2:19]3)=[CH:14][CH:13]=2)=[O:11])[CH:7]=1.C(O)(C(F)(F)F)=O.